From a dataset of NCI-60 drug combinations with 297,098 pairs across 59 cell lines. Regression. Given two drug SMILES strings and cell line genomic features, predict the synergy score measuring deviation from expected non-interaction effect. (1) Drug 1: CC1C(C(=O)NC(C(=O)N2CCCC2C(=O)N(CC(=O)N(C(C(=O)O1)C(C)C)C)C)C(C)C)NC(=O)C3=C4C(=C(C=C3)C)OC5=C(C(=O)C(=C(C5=N4)C(=O)NC6C(OC(=O)C(N(C(=O)CN(C(=O)C7CCCN7C(=O)C(NC6=O)C(C)C)C)C)C(C)C)C)N)C. Drug 2: C1=CN(C(=O)N=C1N)C2C(C(C(O2)CO)O)O.Cl. Cell line: CAKI-1. Synergy scores: CSS=38.0, Synergy_ZIP=-6.89, Synergy_Bliss=-9.11, Synergy_Loewe=-6.29, Synergy_HSA=-3.78. (2) Drug 1: CN(C)C1=NC(=NC(=N1)N(C)C)N(C)C. Drug 2: C1CNP(=O)(OC1)N(CCCl)CCCl. Cell line: SN12C. Synergy scores: CSS=-5.51, Synergy_ZIP=1.10, Synergy_Bliss=-2.48, Synergy_Loewe=-5.75, Synergy_HSA=-5.24.